From a dataset of Catalyst prediction with 721,799 reactions and 888 catalyst types from USPTO. Predict which catalyst facilitates the given reaction. (1) Reactant: [CH2:1]([O:3][C:4]([C:6]1[C:14]2[CH2:13][CH2:12][N:11]([C:15]3[CH:20]=[CH:19][C:18](I)=[CH:17][CH:16]=3)[C:10](=[O:22])[C:9]=2[N:8]([C:23]2[CH:28]=[CH:27][C:26]([O:29][CH3:30])=[CH:25][CH:24]=2)[N:7]=1)=[O:5])[CH3:2].[CH:31]([C:33]1[CH:38]=[CH:37][CH:36]=[CH:35][C:34]=1B(O)O)=[O:32].C([O-])([O-])=O.[K+].[K+]. Product: [CH2:1]([O:3][C:4]([C:6]1[C:14]2[CH2:13][CH2:12][N:11]([C:15]3[CH:20]=[CH:19][C:18]([C:34]4[CH:35]=[CH:36][CH:37]=[CH:38][C:33]=4[CH:31]=[O:32])=[CH:17][CH:16]=3)[C:10](=[O:22])[C:9]=2[N:8]([C:23]2[CH:28]=[CH:27][C:26]([O:29][CH3:30])=[CH:25][CH:24]=2)[N:7]=1)=[O:5])[CH3:2]. The catalyst class is: 460. (2) Reactant: N[C:2]1[CH:7]=[CH:6][C:5]([N:8]2[CH2:13][CH2:12][CH:11]([N:14]([CH3:18])[C:15](=[O:17])[CH3:16])[CH2:10][CH2:9]2)=[CH:4][CH:3]=1.N([O-])=O.[Na+].[OH-].[Na+].[BrH:25]. Product: [Br:25][C:2]1[CH:7]=[CH:6][C:5]([N:8]2[CH2:13][CH2:12][CH:11]([N:14]([CH3:18])[C:15](=[O:17])[CH3:16])[CH2:10][CH2:9]2)=[CH:4][CH:3]=1. The catalyst class is: 6. (3) Reactant: I[C:2]1[CH:7]=[CH:6][N:5]=[C:4]2[N:8]([C:11]3[CH:12]=[C:13]([S:17]([NH2:20])(=[O:19])=[O:18])[CH:14]=[CH:15][CH:16]=3)[N:9]=[CH:10][C:3]=12.CC1(C)C(C)(C)[O:25][B:24](B2OC(C)(C)C(C)(C)O2)[O:23]1.C([O-])(=O)C.[K+]. Product: [S:17]([C:13]1[CH:12]=[C:11]([N:8]2[C:4]3=[N:5][CH:6]=[CH:7][C:2]([B:24]([OH:25])[OH:23])=[C:3]3[CH:10]=[N:9]2)[CH:16]=[CH:15][CH:14]=1)(=[O:19])(=[O:18])[NH2:20]. The catalyst class is: 16. (4) Reactant: Br[CH2:2][CH2:3][CH2:4][CH3:5].[C:6]1([Sn:12](Cl)([C:19]2[CH:24]=[CH:23][CH:22]=[CH:21][CH:20]=2)[C:13]2[CH:18]=[CH:17][CH:16]=[CH:15][CH:14]=2)[CH:11]=[CH:10][CH:9]=[CH:8][CH:7]=1.O. Product: [CH2:2]([Sn:12]([C:13]1[CH:14]=[CH:15][CH:16]=[CH:17][CH:18]=1)([C:19]1[CH:24]=[CH:23][CH:22]=[CH:21][CH:20]=1)[C:6]1[CH:7]=[CH:8][CH:9]=[CH:10][CH:11]=1)[CH2:3][CH2:4][CH3:5]. The catalyst class is: 27. (5) Reactant: B(Br)(Br)Br.[F:5][C:6]1[CH:11]=[CH:10][C:9]([C:12]2[CH:17]=[CH:16][C:15]([CH2:18][CH2:19][C:20]([CH3:29])([S:25]([CH3:28])(=[O:27])=[O:26])[C:21]([NH:23][OH:24])=[O:22])=[C:14]([O:30]C)[CH:13]=2)=[CH:8][CH:7]=1. Product: [F:5][C:6]1[CH:11]=[CH:10][C:9]([C:12]2[CH:17]=[CH:16][C:15]([CH2:18][CH2:19][C:20]([CH3:29])([S:25]([CH3:28])(=[O:26])=[O:27])[C:21]([NH:23][OH:24])=[O:22])=[C:14]([OH:30])[CH:13]=2)=[CH:8][CH:7]=1. The catalyst class is: 46. (6) Reactant: [CH3:1][C:2]1[CH:7]=[CH:6][C:5]([CH2:8][N:9]([CH:21]2[CH2:26][CH2:25][N:24]([C:27](OC(C)(C)C)=O)[CH2:23][CH2:22]2)[C:10](=[O:20])[CH2:11][C:12]2[CH:17]=[CH:16][C:15]([O:18][CH3:19])=[CH:14][CH:13]=2)=[CH:4][CH:3]=1.[CH:34]1(C=O)[CH2:39][CH2:38][CH2:37][CH2:36][CH2:35]1.[BH4-].C(OC(=O)C)(=O)C. Product: [CH:34]1([CH2:27][N:24]2[CH2:23][CH2:22][CH:21]([N:9]([CH2:8][C:5]3[CH:6]=[CH:7][C:2]([CH3:1])=[CH:3][CH:4]=3)[C:10](=[O:20])[CH2:11][C:12]3[CH:13]=[CH:14][C:15]([O:18][CH3:19])=[CH:16][CH:17]=3)[CH2:26][CH2:25]2)[CH2:39][CH2:38][CH2:37][CH2:36][CH2:35]1. The catalyst class is: 8. (7) Reactant: C([N:8]1[CH2:17][CH2:16][C:15]2[CH:14]=[C:13]([Cl:18])[N:12]=[N:11][C:10]=2[CH2:9]1)C1C=CC=CC=1.ClC(OC(Cl)C)=O. Product: [Cl:18][C:13]1[N:12]=[N:11][C:10]2[CH2:9][NH:8][CH2:17][CH2:16][C:15]=2[CH:14]=1. The catalyst class is: 68. (8) Reactant: Cl[C:2]([O:4][CH2:5][Cl:6])=[O:3].[N:7]([CH2:10][CH2:11][O:12][CH2:13][CH2:14][OH:15])=[N+:8]=[N-:9].N1C=CC=CC=1.O. Product: [C:2](=[O:3])([O:15][CH2:14][CH2:13][O:12][CH2:11][CH2:10][N:7]=[N+:8]=[N-:9])[O:4][CH2:5][Cl:6]. The catalyst class is: 4.